From a dataset of Full USPTO retrosynthesis dataset with 1.9M reactions from patents (1976-2016). Predict the reactants needed to synthesize the given product. Given the product [CH2:24]([O:23][C:21](=[O:22])[NH:18][C:19]([NH:9][C:8]1[NH:7][N:6]=[CH:5][C:4]=1[CH2:3][C:2]([CH3:11])([CH3:10])[CH3:1])=[S:20])[CH3:25], predict the reactants needed to synthesize it. The reactants are: [CH3:1][C:2]([CH3:11])([CH3:10])[CH2:3][C:4]1[CH:5]=[N:6][NH:7][C:8]=1[NH2:9].C(OCC)(=O)C.[N:18]([C:21]([O:23][CH2:24][CH3:25])=[O:22])=[C:19]=[S:20].